From a dataset of Peptide-MHC class II binding affinity with 134,281 pairs from IEDB. Regression. Given a peptide amino acid sequence and an MHC pseudo amino acid sequence, predict their binding affinity value. This is MHC class II binding data. (1) The peptide sequence is EKKYFAATQFEPYAA. The binding affinity (normalized) is 0.538. The MHC is HLA-DQA10401-DQB10402 with pseudo-sequence HLA-DQA10401-DQB10402. (2) The peptide sequence is GELQIDDKIDAAFKI. The MHC is DRB3_0202 with pseudo-sequence DRB3_0202. The binding affinity (normalized) is 0.149. (3) The peptide sequence is TVWEQILNTWLVKPG. The MHC is HLA-DPA10103-DPB10201 with pseudo-sequence HLA-DPA10103-DPB10201. The binding affinity (normalized) is 0.408. (4) The peptide sequence is KPLLIIAEDVEGEY. The MHC is DRB1_1101 with pseudo-sequence DRB1_1101. The binding affinity (normalized) is 0.214. (5) The peptide sequence is GENQIVDKIDAAFKI. The MHC is DRB1_0404 with pseudo-sequence DRB1_0404. The binding affinity (normalized) is 0.451. (6) The peptide sequence is AWMSAAATQAEQAAT. The MHC is DRB1_1302 with pseudo-sequence DRB1_1302. The binding affinity (normalized) is 0.170.